Task: Predict which catalyst facilitates the given reaction.. Dataset: Catalyst prediction with 721,799 reactions and 888 catalyst types from USPTO (1) Reactant: [CH3:1][N:2]1[C:11](=[O:12])[C:10]2[C:5](=[C:6]([N+:13]([O-])=O)[CH:7]=[CH:8][CH:9]=2)[N:4]=[C:3]1[C:16]1[CH:21]=[CH:20][CH:19]=[C:18]([C:22]([F:25])([F:24])[F:23])[CH:17]=1. Product: [NH2:13][C:6]1[CH:7]=[CH:8][CH:9]=[C:10]2[C:5]=1[N:4]=[C:3]([C:16]1[CH:21]=[CH:20][CH:19]=[C:18]([C:22]([F:25])([F:24])[F:23])[CH:17]=1)[N:2]([CH3:1])[C:11]2=[O:12]. The catalyst class is: 123. (2) Reactant: [NH2:1][C:2]1[CH:7]=[CH:6][C:5]([C:8]2[C:16]3[C:15]([NH2:17])=[N:14][CH:13]=[N:12][C:11]=3[S:10][C:9]=2[CH3:18])=[CH:4][CH:3]=1.N1C=CC=CC=1.[C:25](Cl)(=[O:32])[C:26]1[CH:31]=[CH:30][CH:29]=[CH:28][CH:27]=1. Product: [NH2:17][C:15]1[C:16]2[C:8]([C:5]3[CH:4]=[CH:3][C:2]([NH:1][C:25](=[O:32])[C:26]4[CH:31]=[CH:30][CH:29]=[CH:28][CH:27]=4)=[CH:7][CH:6]=3)=[C:9]([CH3:18])[S:10][C:11]=2[N:12]=[CH:13][N:14]=1. The catalyst class is: 46. (3) Product: [C:16]([C:14]1[CH:15]=[C:10]2[N:9]=[C:8]([CH:48]([OH:49])[C:32]3[C:31]([CH:28]4[CH2:30][CH2:29]4)=[CH:39][C:38]([CH3:40])=[C:37]4[C:33]=3[CH:34]=[CH:35][N:36]4[C:41]([O:43][C:44]([CH3:46])([CH3:45])[CH3:47])=[O:42])[N:7]([CH2:6][O:5][CH2:4][CH2:3][Si:2]([CH3:19])([CH3:18])[CH3:1])[C:11]2=[N:12][CH:13]=1)#[N:17]. Reactant: [CH3:1][Si:2]([CH3:19])([CH3:18])[CH2:3][CH2:4][O:5][CH2:6][N:7]1[C:11]2=[N:12][CH:13]=[C:14]([C:16]#[N:17])[CH:15]=[C:10]2[N:9]=[CH:8]1.[Li+].CC([N-]C(C)C)C.[CH:28]1([C:31]2[C:32]([CH:48]=[O:49])=[C:33]3[C:37](=[C:38]([CH3:40])[CH:39]=2)[N:36]([C:41]([O:43][C:44]([CH3:47])([CH3:46])[CH3:45])=[O:42])[CH:35]=[CH:34]3)[CH2:30][CH2:29]1. The catalyst class is: 1. (4) Reactant: [CH3:1][C:2]1[N:3]=[C:4]([C:9]2[CH:14]=[CH:13][CH:12]=[CH:11][CH:10]=2)[S:5][C:6]=1[CH:7]=O.C(O)(=O)[CH2:16][C:17]([OH:19])=[O:18].N1CCCCC1. Product: [CH3:1][C:2]1[N:3]=[C:4]([C:9]2[CH:14]=[CH:13][CH:12]=[CH:11][CH:10]=2)[S:5][C:6]=1[CH:7]=[CH:16][C:17]([OH:19])=[O:18]. The catalyst class is: 17. (5) Product: [CH3:16][O:13][C:9]1[CH:8]=[C:7]2[C:12](=[CH:11][CH:10]=1)[C:4]([CH3:14])([CH3:3])[CH2:5][CH2:6]2. The catalyst class is: 7. Reactant: [H-].[Na+].[CH3:3][C:4]1([CH3:14])[C:12]2[C:7](=[CH:8][C:9]([OH:13])=[CH:10][CH:11]=2)[CH2:6][CH2:5]1.Br[CH2:16]C(OCC)=O.